From a dataset of Peptide-MHC class II binding affinity with 134,281 pairs from IEDB. Regression. Given a peptide amino acid sequence and an MHC pseudo amino acid sequence, predict their binding affinity value. This is MHC class II binding data. (1) The peptide sequence is PGALLGAPPPLVPAP. The MHC is DRB1_0101 with pseudo-sequence DRB1_0101. The binding affinity (normalized) is 0.292. (2) The peptide sequence is VRFQEAANKQKQELD. The MHC is HLA-DPA10103-DPB10201 with pseudo-sequence HLA-DPA10103-DPB10201. The binding affinity (normalized) is 0. (3) The peptide sequence is RDLLLIVTRIVELLGR. The MHC is HLA-DQA10102-DQB10502 with pseudo-sequence HLA-DQA10102-DQB10502. The binding affinity (normalized) is 0.402. (4) The peptide sequence is THMMIWHSNLNDTTY. The MHC is DRB1_0405 with pseudo-sequence DRB1_0405. The binding affinity (normalized) is 0.243.